Task: Predict which catalyst facilitates the given reaction.. Dataset: Catalyst prediction with 721,799 reactions and 888 catalyst types from USPTO (1) Reactant: C([O-])=O.[NH4+].C([N:12]1[CH2:17][CH2:16][C:15]2([C:25]3[C:20](=[CH:21][CH:22]=[CH:23][C:24]=3[CH2:26][NH:27][C:28](=[O:34])[O:29][C:30]([CH3:33])([CH3:32])[CH3:31])[N:19]([C:35]3[C:36]4[C@H:43]([CH3:44])[CH2:42][CH2:41][C:37]=4[N:38]=[CH:39][N:40]=3)[CH2:18]2)[CH2:14][CH2:13]1)C1C=CC=CC=1. Product: [CH3:44][C@H:43]1[C:36]2[C:35]([N:19]3[C:20]4[C:25](=[C:24]([CH2:26][NH:27][C:28](=[O:34])[O:29][C:30]([CH3:33])([CH3:32])[CH3:31])[CH:23]=[CH:22][CH:21]=4)[C:15]4([CH2:14][CH2:13][NH:12][CH2:17][CH2:16]4)[CH2:18]3)=[N:40][CH:39]=[N:38][C:37]=2[CH2:41][CH2:42]1. The catalyst class is: 19. (2) Reactant: [CH:1](OCC)(OCC)OCC.[NH2:11][C:12]1[CH:13]=[N:14][C:15]([NH:18][CH2:19][CH2:20][C@H:21]2[CH2:23][C@@H:22]2[CH:24]2[CH2:29][CH2:28][N:27]([C:30]([O:32][C:33]([CH3:36])([CH3:35])[CH3:34])=[O:31])[CH2:26][CH2:25]2)=[N:16][CH:17]=1.[N-:37]=[N+:38]=[N-:39].[Na+]. Product: [N:11]1([C:12]2[CH:17]=[N:16][C:15]([NH:18][CH2:19][CH2:20][C@H:21]3[CH2:23][C@@H:22]3[CH:24]3[CH2:29][CH2:28][N:27]([C:30]([O:32][C:33]([CH3:36])([CH3:35])[CH3:34])=[O:31])[CH2:26][CH2:25]3)=[N:14][CH:13]=2)[CH:1]=[N:39][N:38]=[N:37]1. The catalyst class is: 15. (3) Reactant: O1C2(CC[N:8]([C:11](=[O:31])[CH2:12][C:13]([C:15]3[CH:20]=[CH:19][C:18]([N:21]4[CH2:30][CH2:29][C:24]5([O:28][CH2:27][CH2:26][O:25]5)[CH2:23][CH2:22]4)=[CH:17][CH:16]=3)=O)CC2)OCC1.[NH2:32]N. Product: [O:28]1[C:24]2([CH2:29][CH2:30][N:21]([C:18]3[CH:17]=[CH:16][C:15]([C:13]4[NH:32][NH:8][C:11](=[O:31])[CH:12]=4)=[CH:20][CH:19]=3)[CH2:22][CH2:23]2)[O:25][CH2:26][CH2:27]1. The catalyst class is: 199. (4) Reactant: [Br:1][C:2]1[CH:3]=[C:4]([CH:8]=[CH:9][CH:10]=1)[CH2:5][CH2:6][OH:7].[C:11]([Si:15](Cl)([C:22]1[CH:27]=[CH:26][CH:25]=[CH:24][CH:23]=1)[C:16]1[CH:21]=[CH:20][CH:19]=[CH:18][CH:17]=1)([CH3:14])([CH3:13])[CH3:12].N1C=CN=C1. Product: [Br:1][C:2]1[CH:3]=[C:4]([CH:8]=[CH:9][CH:10]=1)[CH2:5][CH2:6][O:7][Si:15]([C:11]([CH3:14])([CH3:13])[CH3:12])([C:22]1[CH:23]=[CH:24][CH:25]=[CH:26][CH:27]=1)[C:16]1[CH:21]=[CH:20][CH:19]=[CH:18][CH:17]=1. The catalyst class is: 42. (5) Reactant: [CH3:1][C:2]1[O:6][N:5]=[C:4]([C:7]2[CH:12]=[CH:11][C:10]([NH2:13])=[CH:9][CH:8]=2)[N:3]=1.[CH3:14][O:15][C:16]1[CH:17]=[C:18]([CH:26]=O)[CH:19]=[C:20]2[C:25]=1[O:24][CH2:23][CH2:22][CH2:21]2.C[Si]([C:32]#[N:33])(C)C.C(S([O-])(=O)=O)(F)(F)F.C(S([O-])(=O)=O)(F)(F)F.C(S([O-])(=O)=O)(F)(F)F.[Yb+3]. Product: [CH3:14][O:15][C:16]1[CH:17]=[C:18]([CH:26]([NH:13][C:10]2[CH:11]=[CH:12][C:7]([C:4]3[N:3]=[C:2]([CH3:1])[O:6][N:5]=3)=[CH:8][CH:9]=2)[C:32]#[N:33])[CH:19]=[C:20]2[C:25]=1[O:24][CH2:23][CH2:22][CH2:21]2. The catalyst class is: 4.